Dataset: Reaction yield outcomes from USPTO patents with 853,638 reactions. Task: Predict the reaction yield, written as a fraction of the theoretical maximum amount of product (1.0 means a 100% yield; for example, 0.34 means a 34% yield). (1) The reactants are [O:1]1[C:10]2[C:5](=[CH:6][CH:7]=[CH:8][CH:9]=2)[C:4](=O)[CH2:3][CH2:2]1.[NH3:12].C(O)C.[BH4-].[Na+]. The catalyst is CC(C)[O-].[Ti+4].CC(C)[O-].CC(C)[O-].CC(C)[O-]. The product is [O:1]1[C:10]2[C:5](=[CH:6][CH:7]=[CH:8][CH:9]=2)[CH:4]([NH2:12])[CH2:3][CH2:2]1. The yield is 0.870. (2) The reactants are [OH:1][C:2]1[CH:3]=[CH:4][C:5]2[C:10]([CH:11]=1)=[C:9]([N:12]1[CH2:17][CH2:16][N:15]([CH3:18])[CH2:14][CH2:13]1)[CH2:8][CH2:7][CH:6]=2. The catalyst is [Pd].C1(C)C=CC=CC=1. The product is [OH:1][C:2]1[CH:11]=[C:10]2[C:5]([CH:6]=[CH:7][CH:8]=[C:9]2[N:12]2[CH2:17][CH2:16][N:15]([CH3:18])[CH2:14][CH2:13]2)=[CH:4][CH:3]=1. The yield is 0.340. (3) The reactants are FC(F)(F)S(O[C:7]1[CH:8]=[CH:9][C:10]2[O:14][C:13]([C:15]3[CH:20]=[CH:19][C:18]([F:21])=[CH:17][CH:16]=3)=[C:12]([C:22](=[O:25])[NH:23][CH3:24])[C:11]=2[CH:26]=1)(=O)=O.O1CCOCC1.B([C:38]1[CH:39]=[CH:40][C:41]([Cl:47])=[C:42]([CH:46]=1)[C:43]([OH:45])=[O:44])(O)O.C(=O)([O-])[O-].[Cs+].[Cs+]. The catalyst is C(OCC)(=O)C.O. The product is [Cl:47][C:41]1[CH:40]=[CH:39][C:38]([C:7]2[CH:8]=[CH:9][C:10]3[O:14][C:13]([C:15]4[CH:20]=[CH:19][C:18]([F:21])=[CH:17][CH:16]=4)=[C:12]([C:22](=[O:25])[NH:23][CH3:24])[C:11]=3[CH:26]=2)=[CH:46][C:42]=1[C:43]([OH:45])=[O:44]. The yield is 0.320. (4) The reactants are [Cl:1][C:2]1[CH:6]=[N:5][N:4]([CH3:7])[C:3]=1[C:8]1[CH:9]=[C:10]([NH2:16])[CH:11]=[CH:12][C:13]=1[O:14][CH3:15].[F:17][C:18]([F:33])([F:32])[C:19]1[CH:20]=[C:21]([N:29]=[C:30]=[O:31])[CH:22]=[C:23]([C:25]([F:28])([F:27])[F:26])[CH:24]=1. No catalyst specified. The product is [F:17][C:18]([F:32])([F:33])[C:19]1[CH:20]=[C:21]([NH:29][C:30]([NH:16][C:10]2[CH:11]=[CH:12][C:13]([O:14][CH3:15])=[C:8]([C:3]3[N:4]([CH3:7])[N:5]=[CH:6][C:2]=3[Cl:1])[CH:9]=2)=[O:31])[CH:22]=[C:23]([C:25]([F:28])([F:26])[F:27])[CH:24]=1. The yield is 0.320. (5) The reactants are [NH2:1][C:2]1[N:7]=[C:6]([S:8]([NH:11][C:12]([C:14]2[C:19](Cl)=[N:18][C:17]([N:21]3[CH2:25][C@@H:24]([CH3:26])[CH2:23][C:22]3([CH3:28])[CH3:27])=[CH:16][N:15]=2)=[O:13])(=[O:10])=[O:9])[CH:5]=[CH:4][CH:3]=1.NC1N=C(S(NC(C2C(N3C[C@@H](C)CC3(C)C)=NC(Cl)=CN=2)=O)(=O)=O)C=CC=1.[F:57][C:58]1[CH:59]=[C:60](B(O)O)[CH:61]=[C:62]([O:64][CH2:65][CH:66]([CH3:68])[CH3:67])[CH:63]=1.O.C([O-])([O-])=O.[K+].[K+]. The catalyst is O1CCOCC1.C1(P(C2C=CC=CC=2)C2C([Fe]C3C=CC=C3P(C3C=CC=CC=3)C3C=CC=CC=3)C=CC=2)C=CC=CC=1.Cl[Pd]Cl. The product is [NH2:1][C:2]1[N:7]=[C:6]([S:8]([NH:11][C:12]([C:14]2[C:19]([C:60]3[CH:61]=[C:62]([O:64][CH2:65][CH:66]([CH3:67])[CH3:68])[CH:63]=[C:58]([F:57])[CH:59]=3)=[N:18][C:17]([N:21]3[CH2:25][C@@H:24]([CH3:26])[CH2:23][C:22]3([CH3:28])[CH3:27])=[CH:16][N:15]=2)=[O:13])(=[O:10])=[O:9])[CH:5]=[CH:4][CH:3]=1. The yield is 0.0600. (6) The reactants are [NH2:1][C:2](=[O:42])[CH2:3][C:4]1[CH:41]=[CH:40][CH:39]=[CH:38][C:5]=1[CH2:6][CH2:7][C:8]1[C:13]([C:14]([F:17])([F:16])[F:15])=[CH:12][N:11]=[C:10]([NH:18][C:19]2[CH:24]=[CH:23][C:22]([CH:25]3[CH2:30][CH2:29][CH2:28][CH2:27][N:26]3C(OC(C)(C)C)=O)=[CH:21][CH:20]=2)[N:9]=1.FC(F)(F)C(O)=O. The catalyst is C(Cl)Cl. The product is [NH:26]1[CH2:27][CH2:28][CH2:29][CH2:30][CH:25]1[C:22]1[CH:23]=[CH:24][C:19]([NH:18][C:10]2[N:9]=[C:8]([CH2:7][CH2:6][C:5]3[CH:38]=[CH:39][CH:40]=[CH:41][C:4]=3[CH2:3][C:2]([NH2:1])=[O:42])[C:13]([C:14]([F:17])([F:15])[F:16])=[CH:12][N:11]=2)=[CH:20][CH:21]=1. The yield is 0.890. (7) The reactants are [C:1]([O:20][CH2:21][C@H:22]1[O:36][C@H:26]([O:27][C:28]2[CH:33]=[CH:32][C:31]([O:34][CH3:35])=[CH:30][CH:29]=2)[C@H:25]([OH:37])[C@@H:24]([OH:38])[C@H:23]1[OH:39])([C:14]1[CH:19]=[CH:18][CH:17]=[CH:16][CH:15]=1)([C:8]1[CH:13]=[CH:12][CH:11]=[CH:10][CH:9]=1)[C:2]1[CH:7]=[CH:6][CH:5]=[CH:4][CH:3]=1.[CH2:40](Br)[CH:41]=[CH2:42].[H-].[Na+]. The catalyst is CN(C=O)C. The product is [CH2:40]([O:37][C@@H:25]1[C@@H:24]([O:38][CH2:8][CH:1]=[CH2:2])[C@@H:23]([O:39][CH2:5][CH:4]=[CH2:3])[C@@H:22]([CH2:21][O:20][C:1]([C:8]2[CH:9]=[CH:10][CH:11]=[CH:12][CH:13]=2)([C:2]2[CH:3]=[CH:4][CH:5]=[CH:6][CH:7]=2)[C:14]2[CH:15]=[CH:16][CH:17]=[CH:18][CH:19]=2)[O:36][C@@H:26]1[O:27][C:28]1[CH:33]=[CH:32][C:31]([O:34][CH3:35])=[CH:30][CH:29]=1)[CH:41]=[CH2:42]. The yield is 0.890. (8) The reactants are Cl[C:2]1[N:7]=[C:6]([NH:8][C:9]([C:11]2([C:14]3[CH:24]=[CH:23][C:17]4[O:18][C:19]([F:22])([F:21])[O:20][C:16]=4[CH:15]=3)[CH2:13][CH2:12]2)=[O:10])[CH:5]=[C:4]([CH3:25])[CH:3]=1.[CH3:26][O:27][C:28]1[C:33](B(O)O)=[CH:32][C:31]([CH3:37])=[CH:30][N:29]=1.C([O-])([O-])=O.[Na+].[Na+]. The catalyst is COCCOC.C1C=CC([P]([Pd]([P](C2C=CC=CC=2)(C2C=CC=CC=2)C2C=CC=CC=2)([P](C2C=CC=CC=2)(C2C=CC=CC=2)C2C=CC=CC=2)[P](C2C=CC=CC=2)(C2C=CC=CC=2)C2C=CC=CC=2)(C2C=CC=CC=2)C2C=CC=CC=2)=CC=1. The product is [F:21][C:19]1([F:22])[O:18][C:17]2[CH:23]=[CH:24][C:14]([C:11]3([C:9]([NH:8][C:6]4[N:7]=[C:2]([C:33]5[C:28]([O:27][CH3:26])=[N:29][CH:30]=[C:31]([CH3:37])[CH:32]=5)[CH:3]=[C:4]([CH3:25])[CH:5]=4)=[O:10])[CH2:13][CH2:12]3)=[CH:15][C:16]=2[O:20]1. The yield is 0.970.